This data is from Reaction yield outcomes from USPTO patents with 853,638 reactions. The task is: Predict the reaction yield, written as a fraction of the theoretical maximum amount of product (1.0 means a 100% yield; for example, 0.34 means a 34% yield). The reactants are [OH:1][C:2]1[CH:3]=[C:4]([OH:10])[C:5](=[CH:8][CH:9]=1)[CH:6]=O.[CH3:11][O:12][C:13]1[CH:26]=[CH:25][C:16]([CH2:17][S:18]([CH2:21][C:22](O)=[O:23])(=[O:20])=[O:19])=[CH:15][C:14]=1[N+:27]([O-:29])=[O:28]. The catalyst is C(O)(=O)C. The product is [CH3:11][O:12][C:13]1[CH:26]=[CH:25][C:16]([CH2:17][S:18]([C:21]2[C:22](=[O:23])[O:10][C:4]3[C:5]([CH:6]=2)=[CH:8][CH:9]=[C:2]([OH:1])[CH:3]=3)(=[O:19])=[O:20])=[CH:15][C:14]=1[N+:27]([O-:29])=[O:28]. The yield is 0.620.